From a dataset of HIV replication inhibition screening data with 41,000+ compounds from the AIDS Antiviral Screen. Binary Classification. Given a drug SMILES string, predict its activity (active/inactive) in a high-throughput screening assay against a specified biological target. The compound is COc1ccc(CSc2ccccc2Cn2cccc2)cc1OC. The result is 0 (inactive).